This data is from Forward reaction prediction with 1.9M reactions from USPTO patents (1976-2016). The task is: Predict the product of the given reaction. (1) The product is: [O:1]=[C:2]([O-:14])[C@@H:3]([C@H:5]([C@@H:7]([C@@H:9]([C:11]([O-:13])=[O:12])[OH:10])[OH:8])[OH:6])[OH:4].[NH3+:15][CH2:16][CH2:17][CH2:18][CH2:19][CH2:20][CH2:21][NH3+:22]. Given the reactants [O:1]=[C:2]([OH:14])[C@@H:3]([C@H:5]([C@@H:7]([C@@H:9]([C:11]([OH:13])=[O:12])[OH:10])[OH:8])[OH:6])[OH:4].[NH2:15][CH2:16][CH2:17][CH2:18][CH2:19][CH2:20][CH2:21][NH2:22], predict the reaction product. (2) Given the reactants [H-].[Na+].[CH2:3]([C:10]1([CH3:20])[N:15]([CH3:16])[C:14](=[O:17])[CH2:13][N:12]([CH3:18])[C:11]1=[O:19])[C:4]1[CH:9]=[CH:8][CH:7]=[CH:6][CH:5]=1.Br[CH2:22][C:23]1[CH:28]=[CH:27][CH:26]=[C:25]([Cl:29])[C:24]=1[Cl:30].O, predict the reaction product. The product is: [CH2:3]([C:10]1([CH3:20])[N:15]([CH3:16])[C:14](=[O:17])[CH:13]([CH2:22][C:23]2[CH:28]=[CH:27][CH:26]=[C:25]([Cl:29])[C:24]=2[Cl:30])[N:12]([CH3:18])[C:11]1=[O:19])[C:4]1[CH:5]=[CH:6][CH:7]=[CH:8][CH:9]=1. (3) Given the reactants [CH2:1]([N:3]([CH2:38][CH3:39])[CH2:4][CH2:5][CH2:6][C@H:7]([NH:15][C:16]([C:18]1[C:19](=[O:37])[N:20]([CH:24]([C:31]2[CH:36]=[CH:35][CH:34]=[CH:33][CH:32]=2)[C:25]2[CH:30]=[CH:29][CH:28]=[CH:27][CH:26]=2)[CH:21]=[CH:22][CH:23]=1)=[O:17])[C:8]([O:10]C(C)(C)C)=[O:9])[CH3:2].[C:40]([OH:46])([C:42]([F:45])([F:44])[F:43])=[O:41], predict the reaction product. The product is: [CH2:38]([N:3]([CH2:1][CH3:2])[CH2:4][CH2:5][CH2:6][C@H:7]([NH:15][C:16]([C:18]1[C:19](=[O:37])[N:20]([CH:24]([C:25]2[CH:26]=[CH:27][CH:28]=[CH:29][CH:30]=2)[C:31]2[CH:36]=[CH:35][CH:34]=[CH:33][CH:32]=2)[CH:21]=[CH:22][CH:23]=1)=[O:17])[C:8]([OH:10])=[O:9])[CH3:39].[C:40]([OH:46])([C:42]([F:45])([F:44])[F:43])=[O:41]. (4) Given the reactants ClC1C=CC(SCCCCCCCC(O)=O)=CC=1.[CH3:19][O:20][C:21]1[CH:26]=[CH:25][CH:24]=[CH:23][C:22]=1[SH:27].Br[CH2:29][C:30]1[CH:38]=[CH:37][C:33]([C:34]([OH:36])=[O:35])=[CH:32][CH:31]=1.[OH-].[K+], predict the reaction product. The product is: [CH3:19][O:20][C:21]1[CH:26]=[CH:25][CH:24]=[CH:23][C:22]=1[S:27][CH2:29][C:30]1[CH:38]=[CH:37][C:33]([C:34]([OH:36])=[O:35])=[CH:32][CH:31]=1. (5) Given the reactants [C:1]([OH:8])(=[O:7])[CH2:2][CH2:3][C:4]([CH3:6])=[O:5].C(O)=O.[C:12]1(C)[C:13](S(O)(=O)=O)=[CH:14][CH:15]=[CH:16][CH:17]=1.C=CCCCC, predict the reaction product. The product is: [C:1]([O:8][CH2:14][CH2:13][CH2:12][CH2:17][CH2:16][CH3:15])(=[O:7])[CH2:2][CH2:3][C:4]([CH3:6])=[O:5]. (6) Given the reactants [Cl:1][C:2]1[C:3]([O:50][CH3:51])=[CH:4][CH:5]=[C:6]2[C:11]=1[N:10]=[C:9]([N:12]1[CH:16]=[CH:15][C:14]([C:17]([F:20])([F:19])[F:18])=[N:13]1)[CH:8]=[C:7]2[O:21][C@@H:22]1[CH2:26][N:25]([C:27]([NH:29][C@:30]2([C:35]([O:37]CC)=[O:36])[CH2:32][C@H:31]2[CH:33]=[CH2:34])=[O:28])[C@H:24]([C:40](=[O:49])[N:41]([CH2:43][CH2:44][CH2:45][CH2:46][CH:47]=[CH2:48])[CH3:42])[CH2:23]1.CCCC(C(O)=O)CCC=CCCCCCCCCCC, predict the reaction product. The product is: [Cl:1][C:2]1[C:3]([O:50][CH3:51])=[CH:4][CH:5]=[C:6]2[C:11]=1[N:10]=[C:9]([N:12]1[CH:16]=[CH:15][C:14]([C:17]([F:19])([F:20])[F:18])=[N:13]1)[CH:8]=[C:7]2[O:21][C@@H:22]1[CH2:26][N:25]([C:27]([NH:29][C@:30]2([C:35]([OH:37])=[O:36])[CH2:32][C@H:31]2[CH:33]=[CH2:34])=[O:28])[C@H:24]([C:40](=[O:49])[N:41]([CH2:43][CH2:44][CH2:45][CH2:46][CH:47]=[CH2:48])[CH3:42])[CH2:23]1. (7) Given the reactants [CH3:1][O:2][C:3](=[O:12])[CH2:4][C:5]1[CH:6]=[N:7][CH:8]=[C:9](Br)[CH:10]=1.[F:13][C:14]1[CH:19]=[CH:18][CH:17]=[CH:16][C:15]=1[C:20]1[CH:25]=[CH:24][C:23]([O:26][CH2:27][C:28]2[CH:33]=[CH:32][C:31](B3OC(C)(C)C(C)(C)O3)=[CH:30][CH:29]=2)=[CH:22][C:21]=1[C:43]([F:46])([F:45])[F:44].C1(P(C2CCCCC2)C2C=CC=CC=2C2C=CC=CC=2)CCCCC1.[F-].[K+], predict the reaction product. The product is: [CH3:1][O:2][C:3](=[O:12])[CH2:4][C:5]1[CH:6]=[N:7][CH:8]=[C:9]([C:31]2[CH:30]=[CH:29][C:28]([CH2:27][O:26][C:23]3[CH:24]=[CH:25][C:20]([C:15]4[CH:16]=[CH:17][CH:18]=[CH:19][C:14]=4[F:13])=[C:21]([C:43]([F:46])([F:44])[F:45])[CH:22]=3)=[CH:33][CH:32]=2)[CH:10]=1. (8) Given the reactants [S:1]1[CH2:7][C:5](=[O:6])[NH:4][C:2]1=[S:3].[CH:8]([C:11]1[CH:25]=[CH:24][CH:23]=[CH:22][C:12]=1[O:13][C:14]1[CH:21]=[CH:20][C:17]([CH:18]=O)=[CH:16][CH:15]=1)([CH3:10])[CH3:9], predict the reaction product. The product is: [CH:8]([C:11]1[CH:25]=[CH:24][CH:23]=[CH:22][C:12]=1[O:13][C:14]1[CH:15]=[CH:16][C:17]([CH:18]=[C:7]2[S:1][C:2](=[S:3])[NH:4][C:5]2=[O:6])=[CH:20][CH:21]=1)([CH3:10])[CH3:9]. (9) Given the reactants [CH2:1]([C:5]1[CH:10]=[CH:9][C:8]([C:11]2[N:16]=[CH:15][C:14]([NH:17]C(=O)OC(C)(C)C)=[CH:13][CH:12]=2)=[CH:7][CH:6]=1)[CH2:2][CH2:3][CH3:4], predict the reaction product. The product is: [CH2:1]([C:5]1[CH:6]=[CH:7][C:8]([C:11]2[N:16]=[CH:15][C:14]([NH2:17])=[CH:13][CH:12]=2)=[CH:9][CH:10]=1)[CH2:2][CH2:3][CH3:4].